From a dataset of Full USPTO retrosynthesis dataset with 1.9M reactions from patents (1976-2016). Predict the reactants needed to synthesize the given product. (1) Given the product [OH:45][C:46]([C:81]1[S:82][CH:83]=[CH:84][CH:85]=1)([C:86]1[S:87][CH:88]=[CH:89][CH:90]=1)[C:47]([O:49][C@H:50]1[CH2:51][CH2:52][C@H:53]([N:56]([CH2:58][CH2:59][C:60]([NH:62][C:63]2[CH:68]=[CH:67][C:66]([CH2:71][O:72][Si:73]([C:76]([CH3:79])([CH3:78])[CH3:77])([CH3:75])[CH3:74])=[CH:65][C:64]=2[Cl:80])=[O:61])[CH3:57])[CH2:54][CH2:55]1)=[O:48], predict the reactants needed to synthesize it. The reactants are: [Si](OCC1C=CC(NC(=O)C=C)=C(Cl)C=1)(C(C)(C)C)(C)C.OC(C1SC=CC=1)(C1SC=CC=1)C(O[C@H]1CC[C@H](NC)CC1)=O.[OH:45][C:46]([C:86]1[S:87][CH:88]=[CH:89][CH:90]=1)([C:81]1[S:82][CH:83]=[CH:84][CH:85]=1)[C:47]([O:49][C@H:50]1[CH2:55][CH2:54][C@H:53]([N:56]([CH2:58][CH2:59][C:60]([NH:62][C:63]2[CH:68]=[C:67](OC)[C:66]([CH2:71][O:72][Si:73]([C:76]([CH3:79])([CH3:78])[CH3:77])([CH3:75])[CH3:74])=[CH:65][C:64]=2[Cl:80])=[O:61])[CH3:57])[CH2:52][CH2:51]1)=[O:48]. (2) The reactants are: Cl.[NH2:2]O.C([O-])(=O)C.[NH4+].[NH:9]1[C:17]2[C:12](=[CH:13][CH:14]=[CH:15][C:16]=2[CH:18]=O)[CH:11]=[CH:10]1. Given the product [NH:9]1[C:17]2[C:12](=[CH:13][CH:14]=[CH:15][C:16]=2[CH2:18][NH2:2])[CH:11]=[CH:10]1, predict the reactants needed to synthesize it.